This data is from TCR-epitope binding with 47,182 pairs between 192 epitopes and 23,139 TCRs. The task is: Binary Classification. Given a T-cell receptor sequence (or CDR3 region) and an epitope sequence, predict whether binding occurs between them. (1) The epitope is GLNKIVRMY. The TCR CDR3 sequence is CASQLMNTGELFF. Result: 0 (the TCR does not bind to the epitope). (2) The epitope is AMFWSVPTV. The TCR CDR3 sequence is CASSLSGGNQETQYF. Result: 0 (the TCR does not bind to the epitope). (3) The epitope is FADDLNQLTGY. The TCR CDR3 sequence is CSVEIRLVAQGRNEQFF. Result: 1 (the TCR binds to the epitope). (4) The epitope is KAFSPEVIPMF. The TCR CDR3 sequence is CSARDYRGTYEQYF. Result: 0 (the TCR does not bind to the epitope). (5) The epitope is CTELKLSDY. The TCR CDR3 sequence is CASSFEGLLSTDTQYF. Result: 1 (the TCR binds to the epitope).